Dataset: Catalyst prediction with 721,799 reactions and 888 catalyst types from USPTO. Task: Predict which catalyst facilitates the given reaction. (1) The catalyst class is: 30. Product: [Br:1][C:2]1[CH:3]=[C:4]2[C:9](=[CH:10][CH:11]=1)[C:8](=[O:12])[NH:7][C:6](=[O:13])/[C:5]/2=[CH:14]\[NH:18][CH2:19][C:20]1[CH:25]=[CH:24][NH:23][C:22](=[O:26])[CH:21]=1. Reactant: [Br:1][C:2]1[CH:3]=[C:4]2[C:9](=[CH:10][CH:11]=1)[C:8](=[O:12])[NH:7][C:6](=[O:13])/[C:5]/2=[CH:14]/OC.Cl.[NH2:18][CH2:19][C:20]1[CH:25]=[CH:24][NH:23][C:22](=[O:26])[CH:21]=1.CN(C)C=O.C(N(CC)CC)C. (2) Reactant: [S:1]1[CH:5]=[CH:4][C:3]2[C:6]([N:10]3[CH2:15][CH2:14][N:13]([CH2:16][CH2:17][CH2:18][CH2:19][N:20]4[CH2:29][CH2:28][C:27]5[C:22](=[CH:23][CH:24]=[CH:25][CH:26]=5)[C:21]4=[O:30])[CH2:12][CH2:11]3)=[CH:7][CH:8]=[CH:9][C:2]1=2.[Cl:31]CCCCN1CCC2C(=CC=CC=2)C1=O.C(O)C.Cl. Product: [ClH:31].[S:1]1[CH:5]=[CH:4][C:3]2[C:6]([N:10]3[CH2:15][CH2:14][N:13]([CH2:16][CH2:17][CH2:18][CH2:19][N:20]4[CH2:29][CH2:28][C:27]5[C:22](=[CH:23][CH:24]=[CH:25][CH:26]=5)[C:21]4=[O:30])[CH2:12][CH2:11]3)=[CH:7][CH:8]=[CH:9][C:2]1=2. The catalyst class is: 8. (3) Reactant: [CH3:1][C:2]1[C:6]([C:7]2[CH:16]=[C:15]3[C:10]([C:11](O)=[C:12]([C:17]([O:19]CC)=[O:18])[CH:13]=[N:14]3)=[CH:9][CH:8]=2)=[C:5]([CH3:23])[O:4][N:3]=1.S(Cl)([Cl:26])=O.[OH-].[Na+].C(O)C. Product: [Cl:26][C:11]1[C:10]2[C:15](=[CH:16][C:7]([C:6]3[C:2]([CH3:1])=[N:3][O:4][C:5]=3[CH3:23])=[CH:8][CH:9]=2)[N:14]=[CH:13][C:12]=1[C:17]([OH:19])=[O:18]. The catalyst class is: 27. (4) Reactant: [C:1]1([Mg]Br)[CH:6]=[CH:5][CH:4]=[CH:3][CH:2]=1.[F:9][C:10]([F:27])([F:26])[C:11]1[N:16]=[C:15]([N:17]2[CH2:21][C@@H:20]3[C:22](=[O:25])[CH2:23][CH2:24][C@@H:19]3[CH2:18]2)[CH:14]=[CH:13][CH:12]=1. Product: [C:1]1([C@:22]2([OH:25])[C@@H:20]3[C@@H:19]([CH2:18][N:17]([C:15]4[CH:14]=[CH:13][CH:12]=[C:11]([C:10]([F:26])([F:9])[F:27])[N:16]=4)[CH2:21]3)[CH2:24][CH2:23]2)[CH:6]=[CH:5][CH:4]=[CH:3][CH:2]=1. The catalyst class is: 7. (5) Reactant: Br[CH:2]=[C:3]1[C:9]2[CH:10]=[CH:11][CH:12]=[CH:13][C:8]=2[CH2:7][O:6][C:5]2[C:14]([O:18][CH3:19])=[CH:15][CH:16]=[CH:17][C:4]1=2.[N+:20]([C:23]1[CH:24]=[C:25](B(O)O)[CH:26]=[CH:27][CH:28]=1)([O-:22])=[O:21]. Product: [CH3:19][O:18][C:14]1[C:5]2[O:6][CH2:7][C:8]3[CH:13]=[CH:12][CH:11]=[CH:10][C:9]=3/[C:3](=[CH:2]\[C:27]3[CH:26]=[CH:25][CH:24]=[C:23]([N+:20]([O-:22])=[O:21])[CH:28]=3)/[C:4]=2[CH:17]=[CH:16][CH:15]=1. The catalyst class is: 27. (6) Reactant: [CH2:1]([O:8][C:9]1[CH:10]=[CH:11][C:12]([OH:18])=[C:13]([C:15](=[O:17])[CH3:16])[CH:14]=1)[C:2]1[CH:7]=[CH:6][CH:5]=[CH:4][CH:3]=1.C(=O)([O-])[O-].[Cs+].[Cs+].Br[CH2:26][C:27]([O:29][CH3:30])=[O:28]. Product: [CH3:30][O:29][C:27](=[O:28])[CH2:26][O:18][C:12]1[CH:11]=[CH:10][C:9]([O:8][CH2:1][C:2]2[CH:3]=[CH:4][CH:5]=[CH:6][CH:7]=2)=[CH:14][C:13]=1[C:15](=[O:17])[CH3:16]. The catalyst class is: 10. (7) Reactant: [NH2:1][CH2:2][CH2:3][CH2:4][CH2:5][CH2:6][C:7]([OH:9])=[O:8].[C:10]1(=[O:16])[O:15][C:13](=[O:14])[CH:12]=[CH:11]1.O. Product: [C:7]([CH2:6][CH2:5][CH2:4][CH2:3][CH2:2][NH:1][C:10]([CH:11]=[CH:12][C:13]([OH:15])=[O:14])=[O:16])([OH:9])=[O:8]. The catalyst class is: 3.